This data is from Reaction yield outcomes from USPTO patents with 853,638 reactions. The task is: Predict the reaction yield, written as a fraction of the theoretical maximum amount of product (1.0 means a 100% yield; for example, 0.34 means a 34% yield). (1) The reactants are [F:1][C:2]([F:15])([F:14])[S:3]([O:6]S(C(F)(F)F)(=O)=O)(=[O:5])=[O:4].[CH3:16][O:17][C:18]1[CH:27]=[CH:26][C:25](O)=[C:24]2[C:19]=1[CH:20]=[CH:21][CH:22]=[N:23]2.N1C=CC=CC=1. The catalyst is ClCCl. The product is [CH3:16][O:17][C:18]1[CH:27]=[CH:26][C:25]([O:6][S:3]([C:2]([F:15])([F:14])[F:1])(=[O:5])=[O:4])=[C:24]2[C:19]=1[CH:20]=[CH:21][CH:22]=[N:23]2. The yield is 0.990. (2) The reactants are O1CCCCC1[O:7][CH2:8][CH2:9][O:10][C:11]1[CH:12]=[CH:13][C:14]([N:17]2[CH:21]=[CH:20][C:19]([CH:22]([C:24]3[CH:41]=[CH:40][C:27]4[N:28](COCC[Si](C)(C)C)[C:29](=[O:31])[S:30][C:26]=4[CH:25]=3)[CH3:23])=[N:18]2)=[N:15][CH:16]=1.FC(F)(F)C(O)=O.[OH-].[Na+].[Cl-].[NH4+].CC1CCCO1. The catalyst is C(Cl)Cl. The product is [OH:7][CH2:8][CH2:9][O:10][C:11]1[CH:12]=[CH:13][C:14]([N:17]2[CH:21]=[CH:20][C:19]([CH:22]([C:24]3[CH:41]=[CH:40][C:27]4[NH:28][C:29](=[O:31])[S:30][C:26]=4[CH:25]=3)[CH3:23])=[N:18]2)=[N:15][CH:16]=1. The yield is 0.600. (3) The reactants are Cl[CH2:2][C@@H:3]1[O:12][CH2:11][C@@H:6]2[CH2:7][O:8][CH2:9][CH2:10][N:5]2[CH2:4]1.[C:13]([O-:16])(=[O:15])[CH3:14].[K+]. The catalyst is CN(C=O)C. The product is [C:13]([O:16][CH2:2][CH:3]1[O:12][CH2:11][CH:6]2[CH2:7][O:8][CH2:9][CH2:10][N:5]2[CH2:4]1)(=[O:15])[CH3:14]. The yield is 0.420. (4) The reactants are [C:1]([O:5][C:6]([NH:8][C@H:9]1[C@@H:13]([CH2:14][F:15])[CH2:12][N:11]([C:16]2[C:24]([F:25])=[CH:23][C:19]([C:20](O)=[O:21])=[C:18]([F:26])[C:17]=2[CH3:27])[CH2:10]1)=[O:7])([CH3:4])([CH3:3])[CH3:2].[C:28]([O:34][CH2:35][CH3:36])(=[O:33])[CH2:29]C([O-])=O.C1(C)C=CC=CC=1.C(O)(=O)CC(CC(O)=O)(C(O)=O)O. The catalyst is O1CCCC1. The product is [C:1]([O:5][C:6]([NH:8][C@H:9]1[C@@H:13]([CH2:14][F:15])[CH2:12][N:11]([C:16]2[C:24]([F:25])=[CH:23][C:19]([C:20]([CH2:29][C:28]([O:34][CH2:35][CH3:36])=[O:33])=[O:21])=[C:18]([F:26])[C:17]=2[CH3:27])[CH2:10]1)=[O:7])([CH3:2])([CH3:3])[CH3:4]. The yield is 0.420. (5) The reactants are [F:1][C:2]1[CH:9]=[CH:8][C:5]([CH2:6][NH2:7])=[CH:4][CH:3]=1.C[CH2:11][O:12]C(C)=O. The catalyst is C(OCC)=O. The product is [F:1][C:2]1[CH:9]=[CH:8][C:5]([CH2:6][NH:7][CH:11]=[O:12])=[CH:4][CH:3]=1. The yield is 0.710.